From a dataset of Catalyst prediction with 721,799 reactions and 888 catalyst types from USPTO. Predict which catalyst facilitates the given reaction. (1) Reactant: [N+:1]([C:4]1[CH:5]=[C:6]2[C:11](=[CH:12][CH:13]=1)[N:10]=[CH:9][CH:8]=[CH:7]2)([O-:3])=[O:2].[Br:14]N1C(=O)CCC1=O.C(=O)(O)[O-].[Na+].C(OCC)(=O)C. Product: [Br:14][C:12]1[CH:13]=[C:4]([N+:1]([O-:3])=[O:2])[CH:5]=[C:6]2[C:11]=1[N:10]=[CH:9][CH:8]=[CH:7]2. The catalyst class is: 65. (2) Reactant: [C:1]([N:8]1[CH2:12][C@H:11]([OH:13])[CH2:10][C@H:9]1[CH2:14][OH:15])([O:3][C:4]([CH3:7])([CH3:6])[CH3:5])=[O:2].N1C=CN=C1.[Si:21](Cl)([C:24]([CH3:27])([CH3:26])[CH3:25])([CH3:23])[CH3:22]. Product: [C:1]([N:8]1[CH2:12][C@H:11]([OH:13])[CH2:10][C@H:9]1[CH2:14][O:15][Si:21]([C:24]([CH3:27])([CH3:26])[CH3:25])([CH3:23])[CH3:22])([O:3][C:4]([CH3:7])([CH3:6])[CH3:5])=[O:2]. The catalyst class is: 3. (3) Reactant: C1COCC1.[N:6]([CH2:9][CH2:10][O:11][CH2:12][CH2:13][O:14][CH2:15][CH2:16][C:17]12[CH2:26][CH:21]3[CH2:22][CH:23]([CH2:25][CH:19]([CH2:20]3)[CH2:18]1)[CH2:24]2)=[N+]=[N-].C1(P(C2C=CC=CC=2)C2C=CC=CC=2)C=CC=CC=1. Product: [C:17]12([CH2:16][CH2:15][O:14][CH2:13][CH2:12][O:11][CH2:10][CH2:9][NH2:6])[CH2:26][CH:21]3[CH2:20][CH:19]([CH2:25][CH:23]([CH2:22]3)[CH2:24]1)[CH2:18]2. The catalyst class is: 6. (4) Reactant: [CH3:1][C:2]1([CH3:10])[CH2:8][CH:7]2[CH:5]([O:6]2)[C:4](=O)[CH2:3]1.[F:11][C:12]1[CH:19]=[C:18]([CH:20]=[CH:21][N+:22]([O-])=O)[CH:17]=[CH:16][C:13]=1[C:14]#[N:15].[CH3:25]COCC. The catalyst class is: 13. Product: [F:11][C:12]1[CH:19]=[C:18]([C:20]2[C:4]3[CH2:3][C:2]([CH3:1])([CH3:10])[CH2:8][C:7](=[O:6])[C:5]=3[N:22]([CH3:25])[CH:21]=2)[CH:17]=[CH:16][C:13]=1[C:14]#[N:15]. (5) Reactant: [F:1][C:2]1[CH:7]=[C:6]([NH:8][S:9]([C:12]2[CH:17]=[CH:16][CH:15]=[CH:14][C:13]=2[N+:18]([O-:20])=[O:19])(=[O:11])=[O:10])[CH:5]=[C:4]([F:21])[C:3]=1[CH2:22][CH2:23][C:24]([O:26][CH2:27][CH3:28])=[O:25].[C:29]1([C:35]2[CH:39]=[C:38]([C:40]3[CH:45]=[CH:44][CH:43]=[CH:42][CH:41]=3)[N:37]([CH2:46][C:47]3[CH:52]=[CH:51][C:50]([CH2:53]O)=[CH:49][C:48]=3[O:55][CH:56]([CH3:58])[CH3:57])[N:36]=2)[CH:34]=[CH:33][CH:32]=[CH:31][CH:30]=1.C1(P(C2C=CC=CC=2)C2C=CC=CC=2)C=CC=CC=1.N(C(OCC)=O)=NC(OCC)=O. Product: [C:29]1([C:35]2[CH:39]=[C:38]([C:40]3[CH:45]=[CH:44][CH:43]=[CH:42][CH:41]=3)[N:37]([CH2:46][C:47]3[CH:52]=[CH:51][C:50]([CH2:53][N:8]([S:9]([C:12]4[CH:17]=[CH:16][CH:15]=[CH:14][C:13]=4[N+:18]([O-:20])=[O:19])(=[O:10])=[O:11])[C:6]4[CH:5]=[C:4]([F:21])[C:3]([CH2:22][CH2:23][C:24]([O:26][CH2:27][CH3:28])=[O:25])=[C:2]([F:1])[CH:7]=4)=[CH:49][C:48]=3[O:55][CH:56]([CH3:58])[CH3:57])[N:36]=2)[CH:30]=[CH:31][CH:32]=[CH:33][CH:34]=1. The catalyst class is: 7.